The task is: Regression/Classification. Given a drug SMILES string, predict its absorption, distribution, metabolism, or excretion properties. Task type varies by dataset: regression for continuous measurements (e.g., permeability, clearance, half-life) or binary classification for categorical outcomes (e.g., BBB penetration, CYP inhibition). Dataset: cyp2d6_veith.. This data is from CYP2D6 inhibition data for predicting drug metabolism from PubChem BioAssay. (1) The drug is CN1CCCN(C)C1c1cc([N+](=O)[O-])ccc1O. The result is 0 (non-inhibitor). (2) The drug is O=C(O)CCCCn1ccc(=O)[nH]c1=O. The result is 0 (non-inhibitor). (3) The compound is CCn1c(NCc2cc(Br)ccc2NS(=O)(=O)c2ccc(C)cc2)nc2ccccc21. The result is 1 (inhibitor). (4) The compound is CCC(=O)OCc1c(C(F)(F)F)nn(C)c1Sc1ccc(F)cc1. The result is 0 (non-inhibitor).